Dataset: Full USPTO retrosynthesis dataset with 1.9M reactions from patents (1976-2016). Task: Predict the reactants needed to synthesize the given product. (1) Given the product [CH3:10][C:9]1[O:8][N:7]=[C:6]([C:11]2[CH:16]=[CH:15][CH:14]=[CH:13][CH:12]=2)[C:5]=1[C:3](=[O:4])[CH2:2][O:24][C:23]1[C:18]2[N:19]([CH:2]=[C:3]([C:5]3[C:6]([C:11]4[CH:16]=[CH:15][CH:14]=[CH:13][CH:12]=4)=[N:7][O:8][C:9]=3[CH3:10])[N:17]=2)[CH:20]=[CH:21][CH:22]=1, predict the reactants needed to synthesize it. The reactants are: Br[CH2:2][C:3]([C:5]1[C:6]([C:11]2[CH:16]=[CH:15][CH:14]=[CH:13][CH:12]=2)=[N:7][O:8][C:9]=1[CH3:10])=[O:4].[NH2:17][C:18]1[C:23]([OH:24])=[CH:22][CH:21]=[CH:20][N:19]=1. (2) Given the product [C:1]([O:5][C:6]([N:8]1[CH2:14][CH2:13][C:12]2[S:19][C:17]([CH3:18])=[N:20][C:11]=2[CH2:10][CH2:9]1)=[O:7])([CH3:4])([CH3:3])[CH3:2], predict the reactants needed to synthesize it. The reactants are: [C:1]([O:5][C:6]([N:8]1[CH2:14][CH2:13][C:12](=O)[CH:11](Br)[CH2:10][CH2:9]1)=[O:7])([CH3:4])([CH3:3])[CH3:2].[C:17]([NH2:20])(=[S:19])[CH3:18].C(N(CC)CC)C. (3) The reactants are: Cl[C:2]1[CH:7]=[CH:6][C:5]([C@@H:8]2[C@@H:13]([C:14]3[CH:19]=[CH:18][C:17]([Cl:20])=[CH:16][CH:15]=3)[NH:12][C:11](=[O:21])[CH2:10][CH2:9]2)=[CH:4][CH:3]=1.[H-].[Na+].Br[CH:25]([CH2:33][CH3:34])[C:26]([O:28][C:29]([CH3:32])([CH3:31])[CH3:30])=[O:27].[NH4+].[Cl-:36]. Given the product [Cl:36][C:3]1[CH:4]=[C:5]([C@H:8]2[CH2:9][CH2:10][C:11](=[O:21])[N:12]([C@@H:25]([CH2:33][CH3:34])[C:26]([O:28][C:29]([CH3:32])([CH3:31])[CH3:30])=[O:27])[C@@H:13]2[C:14]2[CH:19]=[CH:18][C:17]([Cl:20])=[CH:16][CH:15]=2)[CH:6]=[CH:7][CH:2]=1, predict the reactants needed to synthesize it. (4) Given the product [OH:1][C:2]1[CH:7]=[CH:6][C:5]([C:8]2[O:12][N:11]=[C:10]([C:13]3[CH:21]=[CH:20][C:19]4[NH:18][C:17]5[CH:22]([CH2:25][C:26]([OH:28])=[O:27])[CH2:23][CH2:24][C:16]=5[C:15]=4[CH:14]=3)[N:9]=2)=[CH:4][C:3]=1[CH3:31], predict the reactants needed to synthesize it. The reactants are: [OH:1][C:2]1[CH:7]=[CH:6][C:5]([C:8]2[O:12][N:11]=[C:10]([C:13]3[CH:21]=[CH:20][C:19]4[NH:18][C:17]5[CH:22]([CH2:25][C:26]([O:28]CC)=[O:27])[CH2:23][CH2:24][C:16]=5[C:15]=4[CH:14]=3)[N:9]=2)=[CH:4][C:3]=1[CH3:31].[Li+].[OH-]. (5) Given the product [C:1]([O:5][C:6](=[O:7])[NH:8][C@@H:9]1[CH2:14][CH2:13][CH2:12][N:11]([C:15]2[N:23]([CH2:24][CH:25]=[C:26]([CH3:27])[CH3:28])[C:22]3[C:21](=[O:29])[N:20]([CH2:30][C:31]([C:33]4[CH:38]=[CH:37][CH:36]=[C:35]([O:39][CH3:40])[CH:34]=4)=[O:32])[CH:19]=[N:18][C:17]=3[C:16]=2[C:41](=[O:43])[NH2:47])[CH2:10]1)([CH3:3])([CH3:2])[CH3:4], predict the reactants needed to synthesize it. The reactants are: [C:1]([O:5][C:6]([NH:8][C@@H:9]1[CH2:14][CH2:13][CH2:12][N:11]([C:15]2[N:23]([CH2:24][CH:25]=[C:26]([CH3:28])[CH3:27])[C:22]3[C:21](=[O:29])[N:20]([CH2:30][C:31]([C:33]4[CH:38]=[CH:37][CH:36]=[C:35]([O:39][CH3:40])[CH:34]=4)=[O:32])[CH:19]=[N:18][C:17]=3[C:16]=2[C:41]([OH:43])=O)[CH2:10]1)=[O:7])([CH3:4])([CH3:3])[CH3:2].[Cl-].[NH4+].C[N:47](C(ON1N=NC2C=CC=NC1=2)=[N+](C)C)C.F[P-](F)(F)(F)(F)F. (6) Given the product [NH2:32][C:29]1[N:30]=[CH:31][C:26]([C:12]2[CH:11]=[CH:10][C:9]([CH2:8][C:7]([N:1]3[CH2:2][CH2:3][O:4][CH2:5][CH2:6]3)=[O:24])=[CH:14][CH:13]=2)=[CH:27][C:28]=1[C:33]1[N:34]=[N:35][N:36]([CH:38]([CH3:40])[CH3:39])[CH:37]=1, predict the reactants needed to synthesize it. The reactants are: [N:1]1([C:7](=[O:24])[CH2:8][C:9]2[CH:14]=[CH:13][C:12](B3OC(C)(C)C(C)(C)O3)=[CH:11][CH:10]=2)[CH2:6][CH2:5][O:4][CH2:3][CH2:2]1.Br[C:26]1[CH:27]=[C:28]([C:33]2[N:34]=[N:35][N:36]([CH:38]([CH3:40])[CH3:39])[CH:37]=2)[C:29]([NH2:32])=[N:30][CH:31]=1.C([O-])([O-])=O.[Cs+].[Cs+].N#N. (7) Given the product [CH2:39]([N:9]([C:10]1[CH:11]=[CH:12][C:13]([O:16][C:17]2[CH:22]=[CH:21][CH:20]=[CH:19][CH:18]=2)=[CH:14][CH:15]=1)[C:7]([N:6]([CH2:3][CH:4]=[CH2:5])[C:23]1[CH:24]=[CH:25][C:26]([O:29][CH2:30][C:31]2[CH:36]=[CH:35][CH:34]=[CH:33][CH:32]=2)=[CH:27][CH:28]=1)=[O:8])[CH:38]=[CH2:37], predict the reactants needed to synthesize it. The reactants are: [H-].[K+].[CH2:3]([N:6]([C:23]1[CH:28]=[CH:27][C:26]([O:29][CH2:30][C:31]2[CH:36]=[CH:35][CH:34]=[CH:33][CH:32]=2)=[CH:25][CH:24]=1)[C:7]([NH:9][C:10]1[CH:15]=[CH:14][C:13]([O:16][C:17]2[CH:22]=[CH:21][CH:20]=[CH:19][CH:18]=2)=[CH:12][CH:11]=1)=[O:8])[CH:4]=[CH2:5].[CH2:37](Br)[CH:38]=[CH2:39]. (8) Given the product [CH2:25]([O:1][C:2]1[CH:14]=[C:13]([N+:15]([O-:17])=[O:16])[CH:12]=[CH:11][C:3]=1[C:4]([O:6][C:7]([CH3:10])([CH3:9])[CH3:8])=[O:5])[CH3:26], predict the reactants needed to synthesize it. The reactants are: [OH:1][C:2]1[CH:14]=[C:13]([N+:15]([O-:17])=[O:16])[CH:12]=[CH:11][C:3]=1[C:4]([O:6][C:7]([CH3:10])([CH3:9])[CH3:8])=[O:5].C(=O)([O-])[O-].[K+].[K+].I[CH2:25][CH3:26].O.